From a dataset of Catalyst prediction with 721,799 reactions and 888 catalyst types from USPTO. Predict which catalyst facilitates the given reaction. (1) Reactant: [Cl:1][C:2]1[CH:11]=[C:10]2[C:5]([C:6]([N:12]3[CH2:17][CH:16]4[CH2:18][CH:13]3[CH2:14][NH:15]4)=[CH:7][CH:8]=[N:9]2)=[CH:4][CH:3]=1.[F:19][C:20]1[CH:25]=[CH:24][C:23]([N:26]=[C:27]=[O:28])=[CH:22][CH:21]=1. Product: [Cl:1][C:2]1[CH:11]=[C:10]2[C:5]([C:6]([N:12]3[CH2:17][CH:16]4[CH2:18][CH:13]3[CH2:14][N:15]4[C:27]([NH:26][C:23]3[CH:24]=[CH:25][C:20]([F:19])=[CH:21][CH:22]=3)=[O:28])=[CH:7][CH:8]=[N:9]2)=[CH:4][CH:3]=1. The catalyst class is: 61. (2) Reactant: [Br:1][CH2:2][CH2:3][C:4]1[C:12]([CH3:13])=[C:11]([CH3:14])[CH:10]=[C:9]2[C:5]=1[CH2:6][CH:7]([CH3:17])[CH:8]2OC.CC1C=CC(S(O)(=O)=O)=CC=1.BrCCC1C(C)=C(C)C=C2C=1C=C(C)C2. Product: [Br:1][CH2:2][CH2:3][C:4]1[C:12]([CH3:13])=[C:11]([CH3:14])[CH:10]=[C:9]2[C:5]=1[CH2:6][C:7]([CH3:17])=[CH:8]2. The catalyst class is: 11. (3) Reactant: [Cl:1][C:2]1[CH:15]=[C:14](/[CH:16]=[CH:17]/[CH:18]([C:23]2[CH:28]=[C:27]([Cl:29])[C:26]([Cl:30])=[C:25]([Cl:31])[CH:24]=2)[C:19]([F:22])([F:21])[F:20])[CH:13]=[CH:12][C:3]=1[CH2:4][NH:5][C:6](=[O:11])[CH2:7][CH2:8]SC.O[O:33][S:34]([O-:36])=O.[K+].[CH3:38]C(C)=O. Product: [Cl:1][C:2]1[CH:15]=[C:14](/[CH:16]=[CH:17]/[CH:18]([C:23]2[CH:24]=[C:25]([Cl:31])[C:26]([Cl:30])=[C:27]([Cl:29])[CH:28]=2)[C:19]([F:22])([F:21])[F:20])[CH:13]=[CH:12][C:3]=1[CH2:4][NH:5][C:6](=[O:11])[CH2:7][CH2:8][S:34]([CH3:38])(=[O:36])=[O:33]. The catalyst class is: 6. (4) Reactant: [CH2:1]([O:8][C:9](=[O:48])[N:10]([CH2:17][C:18]1[CH:47]=[CH:46][C:21]2[N:22]([CH:35]3[CH2:40][CH2:39][CH2:38][N:37]([C:41](=[O:45])[CH2:42][C:43]#[N:44])[CH2:36]3)[C:23]([NH:25][C:26](=[O:34])[C:27]3[CH:32]=[CH:31][C:30]([Cl:33])=[CH:29][CH:28]=3)=[N:24][C:20]=2[CH:19]=1)[C@H:11]([C:13]([CH3:16])([CH3:15])[CH3:14])[CH3:12])[C:2]1[CH:7]=[CH:6][CH:5]=[CH:4][CH:3]=1.[CH3:49][C:50]([NH:54][C:55](=[O:61])[O:56][C:57]([CH3:60])([CH3:59])[CH3:58])([CH3:53])[CH:51]=O.N1CCCCC1. Product: [C:57]([O:56][C:55]([NH:54][C:50]([CH3:53])([CH3:51])[CH:49]=[C:42]([C:43]#[N:44])[C:41]([N:37]1[CH2:38][CH2:39][CH2:40][CH:35]([N:22]2[C:21]3[CH:46]=[CH:47][C:18]([CH2:17][N:10]([C@@H:11]([CH3:12])[C:13]([CH3:15])([CH3:16])[CH3:14])[C:9](=[O:48])[O:8][CH2:1][C:2]4[CH:7]=[CH:6][CH:5]=[CH:4][CH:3]=4)=[CH:19][C:20]=3[N:24]=[C:23]2[NH:25][C:26](=[O:34])[C:27]2[CH:28]=[CH:29][C:30]([Cl:33])=[CH:31][CH:32]=2)[CH2:36]1)=[O:45])=[O:61])([CH3:60])([CH3:59])[CH3:58]. The catalyst class is: 12. (5) Reactant: Cl.[F:2][C:3]1[CH:30]=[C:29]([CH2:31][S:32]([CH3:35])(=[O:34])=[O:33])[CH:28]=[CH:27][C:4]=1[CH2:5][O:6][C:7]1[CH:8]=[N:9][C:10]([N:13]2[CH2:18][CH2:17][N:16](C(OC(C)(C)C)=O)[CH2:15][C@H:14]2[CH3:26])=[N:11][CH:12]=1.C(N(CC)CC)C.[C:43](=[O:65])([O:56][C:57]1([C:61]([F:64])([F:63])[F:62])[CH2:60][O:59][CH2:58]1)OC1C(F)=C(F)C(F)=C(F)C=1F. Product: [F:2][C:3]1[CH:30]=[C:29]([CH2:31][S:32]([CH3:35])(=[O:34])=[O:33])[CH:28]=[CH:27][C:4]=1[CH2:5][O:6][C:7]1[CH:8]=[N:9][C:10]([N:13]2[CH2:18][CH2:17][N:16]([C:43]([O:56][C:57]3([C:61]([F:62])([F:63])[F:64])[CH2:58][O:59][CH2:60]3)=[O:65])[CH2:15][C@H:14]2[CH3:26])=[N:11][CH:12]=1. The catalyst class is: 366. (6) Product: [Cl:33][C:34]1[C:35]([OH:45])=[C:36]([S:41]([N:12]([CH2:13][C:14]2[CH:15]=[C:16]([CH:26]=[CH:27][CH:28]=2)[CH2:17][NH:18][C:19](=[O:25])[O:20][C:21]([CH3:24])([CH3:23])[CH3:22])[CH2:11][C:10]2[CH:29]=[CH:30][C:7]([O:6][C:5]3[CH:4]=[CH:3][C:2]([F:1])=[CH:32][CH:31]=3)=[CH:8][CH:9]=2)(=[O:43])=[O:42])[CH:37]=[C:38]([Cl:40])[CH:39]=1. Reactant: [F:1][C:2]1[CH:32]=[CH:31][C:5]([O:6][C:7]2[CH:30]=[CH:29][C:10]([CH2:11][NH:12][CH2:13][C:14]3[CH:15]=[C:16]([CH:26]=[CH:27][CH:28]=3)[CH2:17][NH:18][C:19](=[O:25])[O:20][C:21]([CH3:24])([CH3:23])[CH3:22])=[CH:9][CH:8]=2)=[CH:4][CH:3]=1.[Cl:33][C:34]1[C:35]([OH:45])=[C:36]([S:41](Cl)(=[O:43])=[O:42])[CH:37]=[C:38]([Cl:40])[CH:39]=1.CCN(CC)CC. The catalyst class is: 2. (7) The catalyst class is: 517. Product: [CH3:21][O:22][C:23]1[CH:28]=[CH:27][C:26]([C:29](=[O:32])[CH2:30][S:20][C:7]([C:8]2[CH:13]=[CH:12][CH:11]=[CH:10][CH:9]=2)([C:14]2[CH:15]=[CH:16][CH:17]=[CH:18][CH:19]=2)[C:1]2[CH:6]=[CH:5][CH:4]=[CH:3][CH:2]=2)=[CH:25][CH:24]=1. Reactant: [C:1]1([C:7]([SH:20])([C:14]2[CH:19]=[CH:18][CH:17]=[CH:16][CH:15]=2)[C:8]2[CH:13]=[CH:12][CH:11]=[CH:10][CH:9]=2)[CH:6]=[CH:5][CH:4]=[CH:3][CH:2]=1.[CH3:21][O:22][C:23]1[CH:28]=[CH:27][C:26]([C:29](=[O:32])[CH2:30]Br)=[CH:25][CH:24]=1.CCN(C(C)C)C(C)C. (8) Reactant: [O:1]1[CH2:5][CH2:4][O:3][CH:2]1[C:6]1[S:7][C:8]([CH:11]=[O:12])=[CH:9][N:10]=1.[C:13](O)(=O)CC(CC(O)=O)(C(O)=O)O. Product: [O:3]1[CH2:4][CH2:5][O:1][CH:2]1[C:6]1[S:7][C:8]([CH:11]([OH:12])[CH3:13])=[CH:9][N:10]=1. The catalyst class is: 7.